The task is: Predict the reaction yield, written as a fraction of the theoretical maximum amount of product (1.0 means a 100% yield; for example, 0.34 means a 34% yield).. This data is from Reaction yield outcomes from USPTO patents with 853,638 reactions. (1) The reactants are [CH3:1][N:2]1[C:6]([C:7](=[O:24])[NH:8][C:9]2[CH:14]=[CH:13][N:12]3[N:15]=[C:16]([C:18]4[CH:19]=[N:20][CH:21]=[CH:22][CH:23]=4)[N:17]=[C:11]3[CH:10]=2)=[C:5]([C:25]([OH:27])=O)[CH:4]=[N:3]1.[NH:28]1[CH2:31][CH2:30][CH2:29]1.CCCP(=O)=O.C(N(CC)C(C)C)(C)C. The catalyst is O1CCCC1. The product is [N:28]1([C:25]([C:5]2[CH:4]=[N:3][N:2]([CH3:1])[C:6]=2[C:7]([NH:8][C:9]2[CH:14]=[CH:13][N:12]3[N:15]=[C:16]([C:18]4[CH:19]=[N:20][CH:21]=[CH:22][CH:23]=4)[N:17]=[C:11]3[CH:10]=2)=[O:24])=[O:27])[CH2:31][CH2:30][CH2:29]1. The yield is 0.312. (2) The reactants are [OH:1][CH2:2][C:3]1[CH:11]=[CH:10][C:6]([C:7]([OH:9])=O)=[CH:5][CH:4]=1.ON1C2C=CC=CC=2N=N1.Cl.C(N=C=NCCCN(C)C)C.[CH2:34]([NH:36][CH2:37][CH3:38])[CH3:35]. The catalyst is CN(C)C=O.O. The product is [CH2:34]([N:36]([CH2:37][CH3:38])[C:7]([C:6]1[CH:5]=[CH:4][C:3]([CH2:2][OH:1])=[CH:11][CH:10]=1)=[O:9])[CH3:35]. The yield is 0.940. (3) The reactants are [CH:1]([N:14]1[CH2:17][CH:16]([OH:18])[CH:15]1[CH3:19])([C:8]1[CH:13]=[CH:12][CH:11]=[CH:10][CH:9]=1)[C:2]1[CH:7]=[CH:6][CH:5]=[CH:4][CH:3]=1.C(NC(C)C)(C)C.[CH3:27][S:28](Cl)(=[O:30])=[O:29].O. The catalyst is ClCCl. The product is [CH3:27][S:28]([O:18][CH:16]1[CH2:17][N:14]([CH:1]([C:8]2[CH:13]=[CH:12][CH:11]=[CH:10][CH:9]=2)[C:2]2[CH:3]=[CH:4][CH:5]=[CH:6][CH:7]=2)[CH:15]1[CH3:19])(=[O:30])=[O:29]. The yield is 0.290.